From a dataset of Forward reaction prediction with 1.9M reactions from USPTO patents (1976-2016). Predict the product of the given reaction. (1) Given the reactants [CH2:1]([N:8]1[C:21](=[O:22])[C:20]2[C:15](=[CH:16][CH:17]=[CH:18][CH:19]=2)[C:14]2[CH:13]=[C:12]([CH:23]=[C:24]3[S:28][C:27](=[O:29])[NH:26][C:25]3=[O:30])[CH:11]=[CH:10][C:9]1=2)[C:2]1[CH:7]=[CH:6][CH:5]=[CH:4][CH:3]=1.N1C=CC=CC=1.[BH4-].[Li+].Cl, predict the reaction product. The product is: [CH2:1]([N:8]1[C:21](=[O:22])[C:20]2[C:15](=[CH:16][CH:17]=[CH:18][CH:19]=2)[C:14]2[CH:13]=[C:12]([CH2:23][CH:24]3[S:28][C:27](=[O:29])[NH:26][C:25]3=[O:30])[CH:11]=[CH:10][C:9]1=2)[C:2]1[CH:3]=[CH:4][CH:5]=[CH:6][CH:7]=1. (2) Given the reactants Cl.[N+:2]([C:5]1[CH:10]=[CH:9][C:8]([CH2:11][C:12](=[NH:14])[NH2:13])=[CH:7][CH:6]=1)([O-:4])=[O:3].[CH:15]([CH:17]([CH2:23][C:24]([O:26][CH2:27]C)=[O:25])[C:18](OCC)=O)=[O:16].C[O-].[Na+].C(O)(=O)C, predict the reaction product. The product is: [OH:16][C:15]1[C:17]([CH2:23][C:24]([O:26][CH3:27])=[O:25])=[CH:18][N:13]=[C:12]([CH2:11][C:8]2[CH:7]=[CH:6][C:5]([N+:2]([O-:4])=[O:3])=[CH:10][CH:9]=2)[N:14]=1. (3) Given the reactants [Cl:1][C:2]1[CH:7]=[CH:6][C:5]([C:8]2([C:12]([N:14]3[CH2:19][CH2:18][CH2:17][CH:16]([CH2:20]OS(C)(=O)=O)[CH2:15]3)=[O:13])[CH2:11][CH2:10][CH2:9]2)=[CH:4][CH:3]=1.[OH:26][C:27]1[CH:32]=[CH:31][CH:30]=[CH:29][C:28]=1[N:33]1[CH2:38][CH2:37][NH:36][CH2:35][CH2:34]1.C(=O)([O-])[O-].[Cs+].[Cs+], predict the reaction product. The product is: [Cl:1][C:2]1[CH:3]=[CH:4][C:5]([C:8]2([C:12]([N:14]3[CH2:19][CH2:18][CH2:17][CH:16]([CH2:20][N:36]4[CH2:35][CH2:34][N:33]([C:28]5[CH:29]=[CH:30][CH:31]=[CH:32][C:27]=5[OH:26])[CH2:38][CH2:37]4)[CH2:15]3)=[O:13])[CH2:11][CH2:10][CH2:9]2)=[CH:6][CH:7]=1. (4) Given the reactants [H-].[Na+].[CH2:3]1[CH2:7][O:6][CH2:5][CH2:4]1.[I-].C[S+](C)C.[CH:13](=O)[C:14]1C=CC=[N:16][CH:15]=1, predict the reaction product. The product is: [O:6]1[CH2:5][CH:7]1[C:3]1[CH:4]=[N:16][CH:15]=[CH:14][CH:13]=1. (5) Given the reactants [NH2:1][C:2]1[CH:15]=[CH:14][C:5]([O:6][C:7]2[CH:12]=[CH:11][N:10]=[C:9]([NH2:13])[CH:8]=2)=[CH:4][C:3]=1[Cl:16].C(N(CC)CC)C.Cl[C:25](OC1C=CC=CC=1)=[O:26].[N:34]1([CH2:40][CH2:41][CH2:42][NH2:43])[CH2:39][CH2:38][O:37][CH2:36][CH2:35]1, predict the reaction product. The product is: [NH2:1][C:2]1[CH:15]=[CH:14][C:5]([O:6][C:7]2[CH:12]=[CH:11][N:10]=[C:9]([NH:13][C:25]([NH:43][CH2:42][CH2:41][CH2:40][N:34]3[CH2:39][CH2:38][O:37][CH2:36][CH2:35]3)=[O:26])[CH:8]=2)=[CH:4][C:3]=1[Cl:16].